Task: Predict the product of the given reaction.. Dataset: Forward reaction prediction with 1.9M reactions from USPTO patents (1976-2016) (1) Given the reactants [Cl:1][C:2]1[N:10]=[C:9]2[C:5]([N:6]=[CH:7][N:8]2[C@@H:11]2[O:23][C@H:22]([CH2:24][O:25][CH:26]3[CH2:28][CH2:27]3)[C@@H:17]([O:18]C(=O)C)[C@H:12]2[O:13]C(=O)C)=[C:4](Cl)[N:3]=1.[CH:30]1([NH2:35])[CH2:34][CH2:33][CH2:32][CH2:31]1, predict the reaction product. The product is: [CH:30]1([NH:35][C:4]2[C:5]3[N:6]=[CH:7][N:8]([C:9]=3[N:10]=[C:2]([Cl:1])[N:3]=2)[C@@H:11]2[O:23][C@H:22]([CH2:24][O:25][CH:26]3[CH2:27][CH2:28]3)[C@@H:17]([OH:18])[C@H:12]2[OH:13])[CH2:34][CH2:33][CH2:32][CH2:31]1. (2) Given the reactants [C:1]([OH:10])(=O)[C@@H:2]([C@H:4]([C:6](O)=[O:7])[OH:5])[OH:3].[CH2:11]([NH2:18])[C:12]1[CH:17]=[CH:16][CH:15]=[CH:14][CH:13]=1, predict the reaction product. The product is: [CH2:11]([N:18]1[C:6](=[O:7])[C@H:4]([OH:5])[C@@H:2]([OH:3])[C:1]1=[O:10])[C:12]1[CH:17]=[CH:16][CH:15]=[CH:14][CH:13]=1. (3) Given the reactants [CH3:1][C:2]([C:12]1[CH:13]=[C:14]([C:18]2([CH3:23])[O:22][CH2:21][CH2:20][O:19]2)[CH:15]=[CH:16][CH:17]=1)([CH3:11])[CH2:3][C:4]1([C:7]([F:10])([F:9])[F:8])[CH2:6][O:5]1.[OH:24][C:25]1[C:34]2[C:29](=[CH:30][CH:31]=[CH:32][CH:33]=2)[N:28]=[CH:27][CH:26]=1.[O-]CC.[Na+], predict the reaction product. The product is: [OH:5][C:4]([C:7]([F:9])([F:8])[F:10])([CH2:3][C:2]([CH3:1])([C:12]1[CH:17]=[CH:16][CH:15]=[C:14]([C:18]2([CH3:23])[O:22][CH2:21][CH2:20][O:19]2)[CH:13]=1)[CH3:11])[CH2:6][N:28]1[C:29]2[C:34](=[CH:33][CH:32]=[CH:31][CH:30]=2)[C:25](=[O:24])[CH:26]=[CH:27]1. (4) Given the reactants [OH-].[Na+].[CH3:3][C@@H:4]([OH:8])[C@H:5]([OH:7])[CH3:6].Cl[C:10]1[C:11]2[C:18]([C:19]3[CH:24]=[CH:23][C:22]([O:25][CH3:26])=[CH:21][CH:20]=3)=[C:17]([C:27]3[CH:32]=[CH:31][CH:30]=[CH:29][CH:28]=3)[O:16][C:12]=2[N:13]=[CH:14][N:15]=1.Cl, predict the reaction product. The product is: [CH3:26][O:25][C:22]1[CH:21]=[CH:20][C:19]([C:18]2[C:11]3[C:10]([O:7][C@H:5]([CH3:6])[C@H:4]([OH:8])[CH3:3])=[N:15][CH:14]=[N:13][C:12]=3[O:16][C:17]=2[C:27]2[CH:28]=[CH:29][CH:30]=[CH:31][CH:32]=2)=[CH:24][CH:23]=1. (5) The product is: [O:2]=[C:3]([N:27]1[CH2:31][CH2:30][CH2:29][CH2:28]1)[C@@H:4]([NH:12][C:13]([C@@H:14]([NH:25][C:48](=[O:49])[C@H:47]([CH2:51][CH2:52][CH2:53][CH3:54])[CH2:46][C:44]([N:43]([CH2:42][C:35]1[CH:36]=[CH:37][C:38]([O:40][CH3:41])=[CH:39][C:34]=1[O:33][CH3:32])[O:55][CH2:56][C:57]1[CH:58]=[CH:59][C:60]([O:63][CH3:64])=[CH:61][CH:62]=1)=[O:45])[CH2:15][C:16]1[C:17]2[CH:24]=[CH:23][CH:22]=[CH:21][C:18]=2[S:19][CH:20]=1)=[O:26])[CH2:5][C:6]1[CH:7]=[CH:8][CH:9]=[CH:10][CH:11]=1. Given the reactants Cl.[O:2]=[C:3]([N:27]1[CH2:31][CH2:30][CH2:29][CH2:28]1)[C@@H:4]([NH:12][C:13](=[O:26])[C@@H:14]([NH2:25])[CH2:15][C:16]1[C:17]2[CH:24]=[CH:23][CH:22]=[CH:21][C:18]=2[S:19][CH:20]=1)[CH2:5][C:6]1[CH:11]=[CH:10][CH:9]=[CH:8][CH:7]=1.[CH3:32][O:33][C:34]1[CH:39]=[C:38]([O:40][CH3:41])[CH:37]=[CH:36][C:35]=1[CH2:42][N:43]([O:55][CH2:56][C:57]1[CH:62]=[CH:61][C:60]([O:63][CH3:64])=[CH:59][CH:58]=1)[C:44]([CH2:46][C@@H:47]([CH2:51][CH2:52][CH2:53][CH3:54])[C:48](O)=[O:49])=[O:45].[Na].C(Cl)CCl.C1C=CC2N(O)N=NC=2C=1.CN1CCOCC1, predict the reaction product. (6) Given the reactants O=[C:2]([C:9]1[CH:14]=[CH:13][CH:12]=[CH:11][CH:10]=1)[CH2:3][CH:4]([C:7]#[N:8])[C:5]#[N:6].[F:15][C:16]1[CH:22]=[CH:21][C:19]([NH2:20])=[CH:18][CH:17]=1.Cl.C(=O)([O-])[O-].[Na+].[Na+], predict the reaction product. The product is: [NH2:6][C:5]1[N:20]([C:19]2[CH:21]=[CH:22][C:16]([F:15])=[CH:17][CH:18]=2)[C:2]([C:9]2[CH:14]=[CH:13][CH:12]=[CH:11][CH:10]=2)=[CH:3][C:4]=1[C:7]#[N:8].